This data is from Full USPTO retrosynthesis dataset with 1.9M reactions from patents (1976-2016). The task is: Predict the reactants needed to synthesize the given product. (1) Given the product [CH3:1][S:2]([C:5]1[CH:6]=[C:7]([CH:11]2[CH2:16][CH2:15][N:14]([CH2:17][CH:18]3[CH2:19][CH2:20][CH2:21][O:22]3)[CH2:13][CH2:12]2)[CH:8]=[CH:9][CH:10]=1)(=[O:4])=[O:3], predict the reactants needed to synthesize it. The reactants are: [CH3:1][S:2]([C:5]1[CH:6]=[C:7]([CH:11]2[CH2:16][CH2:15][NH:14][CH2:13][CH2:12]2)[CH:8]=[CH:9][CH:10]=1)(=[O:4])=[O:3].[CH2:17](Cl)[CH:18]1[O:22][CH2:21][CH2:20][CH2:19]1. (2) Given the product [Cl:19][C:20]1[CH:25]=[C:24]([O:1][CH2:2][CH2:3][N:4]2[C:9](=[O:10])[CH:8]=[CH:7][C:6]([C:11]3[CH:16]=[CH:15][CH:14]=[CH:13][CH:12]=3)=[N:5]2)[CH:23]=[CH:22][N:21]=1, predict the reactants needed to synthesize it. The reactants are: [OH:1][CH2:2][CH2:3][N:4]1[C:9](=[O:10])[CH:8]=[CH:7][C:6]([C:11]2[CH:16]=[CH:15][CH:14]=[CH:13][CH:12]=2)=[N:5]1.[H-].[Na+].[Cl:19][C:20]1[CH:25]=[C:24](F)[CH:23]=[CH:22][N:21]=1.C([O-])(O)=O.[Na+]. (3) Given the product [F:1][C:2]1[CH:3]=[CH:4][C:5]([C:8](=[C:16]2[CH2:17][C:18]([CH3:25])([CH3:24])[CH2:19][C:20]([CH3:23])([CH3:22])[CH2:21]2)[C:9]2[CH:14]=[CH:13][C:12]([O:15][CH2:33][C:34]#[N:35])=[CH:11][CH:10]=2)=[CH:6][CH:7]=1, predict the reactants needed to synthesize it. The reactants are: [F:1][C:2]1[CH:7]=[CH:6][C:5]([C:8](=[C:16]2[CH2:21][C:20]([CH3:23])([CH3:22])[CH2:19][C:18]([CH3:25])([CH3:24])[CH2:17]2)[C:9]2[CH:14]=[CH:13][C:12]([OH:15])=[CH:11][CH:10]=2)=[CH:4][CH:3]=1.C([O-])([O-])=O.[K+].[K+].Br[CH2:33][C:34]#[N:35]. (4) Given the product [Br:1][C:2]1[C:7]([CH3:8])=[CH:6][C:5]([CH2:9][CH2:10][CH:11]=[O:12])=[CH:4][C:3]=1[CH3:13], predict the reactants needed to synthesize it. The reactants are: [Br:1][C:2]1[C:7]([CH3:8])=[CH:6][C:5]([CH2:9][CH2:10][CH2:11][OH:12])=[CH:4][C:3]=1[CH3:13].CC(OI1(OC(C)=O)(OC(C)=O)OC(=O)C2C=CC=CC1=2)=O.C(O)(C)C. (5) Given the product [NH2:1][C:2]1[N:7]=[C:6]([N:8]2[C:16]3[C:11](=[CH:12][CH:13]=[C:14]([C:17]#[C:18][C:19]([CH3:30])([CH3:31])[CH2:20][OH:21])[CH:15]=3)[C@@:10]([CH2:33][OH:34])([CH3:32])[CH2:9]2)[C:5]([Cl:35])=[CH:4][N:3]=1, predict the reactants needed to synthesize it. The reactants are: [NH2:1][C:2]1[N:7]=[C:6]([N:8]2[C:16]3[C:11](=[CH:12][CH:13]=[C:14]([C:17]#[C:18][C:19]([CH3:31])([CH3:30])[C:20](OCC4C=CC=CC=4)=[O:21])[CH:15]=3)[C@@:10]([CH2:33][OH:34])([CH3:32])[CH2:9]2)[C:5]([Cl:35])=[CH:4][N:3]=1.[BH4-].[Na+]. (6) Given the product [N+:1]([C:4]1[CH:14]=[CH:13][CH:12]=[C:6]2[C:7]([N:15]([CH2:16][CH2:17][CH2:18][CH2:19][CH2:20][C:21]([OH:23])=[O:22])[C:10](=[O:11])[C:5]=12)=[O:9])([O-:3])=[O:2], predict the reactants needed to synthesize it. The reactants are: [N+:1]([C:4]1[CH:14]=[CH:13][CH:12]=[C:6]2[C:7]([O:9][C:10](=[O:11])[C:5]=12)=O)([O-:3])=[O:2].[NH2:15][CH2:16][CH2:17][CH2:18][CH2:19][CH2:20][C:21]([OH:23])=[O:22]. (7) Given the product [CH3:17][S:18][C:19]1[CH:26]=[CH:25][CH:24]=[CH:23][C:20]=1[CH2:21][NH:22][C:3]([C:5]1[C:14]([OH:15])=[C:13]2[C:8]([CH:9]=[CH:10][CH:11]=[N:12]2)=[C:7]([Br:16])[N:6]=1)=[O:4], predict the reactants needed to synthesize it. The reactants are: CO[C:3]([C:5]1[C:14]([OH:15])=[C:13]2[C:8]([CH:9]=[CH:10][CH:11]=[N:12]2)=[C:7]([Br:16])[N:6]=1)=[O:4].[CH3:17][S:18][C:19]1[CH:26]=[CH:25][CH:24]=[CH:23][C:20]=1[CH2:21][NH2:22]. (8) The reactants are: [Se](=O)=O.[CH2:4]([O:11][C:12]1[CH:13]=[CH:14][C:15]([CH3:18])=[N:16][CH:17]=1)[C:5]1[CH:10]=[CH:9][CH:8]=[CH:7][CH:6]=1.Cl.[CH3:20][NH:21][O:22][CH3:23].Cl.CN(C)CCCN=C=NCC.[OH:36]N1C2C=CC=CC=2N=N1. Given the product [CH3:23][O:22][N:21]([CH3:20])[C:18]([C:15]1[CH:14]=[CH:13][C:12]([O:11][CH2:4][C:5]2[CH:6]=[CH:7][CH:8]=[CH:9][CH:10]=2)=[CH:17][N:16]=1)=[O:36], predict the reactants needed to synthesize it.